Predict which catalyst facilitates the given reaction. From a dataset of Catalyst prediction with 721,799 reactions and 888 catalyst types from USPTO. (1) Reactant: [CH:1]1([NH:4][C:5](=[O:37])[C:6]2[CH:11]=[CH:10][C:9]([C:12]3[N:16]4[N:17]=[C:18]([O:25][C:26]5[CH:31]=[CH:30][C:29]([O:32][CH3:33])=[C:28]([F:34])[C:27]=5[F:35])[CH:19]=[C:20](S(C)(=O)=O)[C:15]4=[N:14][CH:13]=3)=[CH:8][C:7]=2[CH3:36])[CH2:3][CH2:2]1.[O:38]1[CH2:43][CH2:42][CH:41]([CH2:44][NH2:45])[CH2:40][CH2:39]1.CCN(C(C)C)C(C)C. Product: [CH:1]1([NH:4][C:5](=[O:37])[C:6]2[CH:11]=[CH:10][C:9]([C:12]3[N:16]4[N:17]=[C:18]([O:25][C:26]5[CH:31]=[CH:30][C:29]([O:32][CH3:33])=[C:28]([F:34])[C:27]=5[F:35])[CH:19]=[C:20]([NH:45][CH2:44][CH:41]5[CH2:42][CH2:43][O:38][CH2:39][CH2:40]5)[C:15]4=[N:14][CH:13]=3)=[CH:8][C:7]=2[CH3:36])[CH2:3][CH2:2]1. The catalyst class is: 37. (2) Reactant: [N:1]1([C:8]([C:10]2[CH:14]=[C:13]([C:15]3[CH:16]=[N:17][NH:18][CH:19]=3)[S:12][CH:11]=2)=[O:9])[CH2:7][CH2:6][CH2:5][NH:4][CH2:3][CH2:2]1.C(N(CC)CC)C.[CH3:27][S:28](Cl)(=[O:30])=[O:29]. Product: [CH3:27][S:28]([N:4]1[CH2:5][CH2:6][CH2:7][N:1]([C:8]([C:10]2[CH:14]=[C:13]([C:15]3[CH:16]=[N:17][NH:18][CH:19]=3)[S:12][CH:11]=2)=[O:9])[CH2:2][CH2:3]1)(=[O:30])=[O:29]. The catalyst class is: 2. (3) Reactant: Br[C:2]1[CH:7]=[CH:6][C:5]([CH2:8][O:9][Si:10]([C:13]([CH3:16])([CH3:15])[CH3:14])([CH3:12])[CH3:11])=[CH:4][N:3]=1.[Li]CCCC.CCCCCC.CN([CH:31]=[O:32])C. Product: [CH3:14][C:13]([Si:10]([CH3:12])([CH3:11])[O:9][CH2:8][C:5]1[CH:6]=[CH:7][C:2]([CH:31]=[O:32])=[N:3][CH:4]=1)([CH3:16])[CH3:15]. The catalyst class is: 1. (4) Reactant: [F:1][CH:2]([F:23])[C@@H:3]1[N:8]([C:9]([O:11][CH2:12][C:13]2[CH:18]=[CH:17][CH:16]=[CH:15][CH:14]=2)=[O:10])[CH2:7][C@@H:6]([C:19]([O:21]C)=[O:20])[CH2:5][CH2:4]1.O[Li].O. Product: [CH2:12]([O:11][C:9]([N:8]1[C@@H:3]([CH:2]([F:1])[F:23])[CH2:4][CH2:5][C@H:6]([C:19]([OH:21])=[O:20])[CH2:7]1)=[O:10])[C:13]1[CH:14]=[CH:15][CH:16]=[CH:17][CH:18]=1. The catalyst class is: 278. (5) Reactant: [O:1]=[C:2]1[CH2:7][O:6][CH2:5][CH2:4][N:3]1[C:8]([O:10][C:11]([CH3:14])([CH3:13])[CH3:12])=[O:9].C[Si](N([Li])[Si](C)(C)C)(C)C.[P:25](Cl)(=[O:40])([O:33][C:34]1[CH:39]=[CH:38][CH:37]=[CH:36][CH:35]=1)[O:26][C:27]1[CH:32]=[CH:31][CH:30]=[CH:29][CH:28]=1.[Cl-].[NH4+]. Product: [O:33]([P:25]([O:1][C:2]1[N:3]([C:8]([O:10][C:11]([CH3:14])([CH3:13])[CH3:12])=[O:9])[CH2:4][CH2:5][O:6][CH:7]=1)([O:26][C:27]1[CH:32]=[CH:31][CH:30]=[CH:29][CH:28]=1)=[O:40])[C:34]1[CH:35]=[CH:36][CH:37]=[CH:38][CH:39]=1. The catalyst class is: 56. (6) Reactant: C[Si]([N-][Si](C)(C)C)(C)C.[Li+].F[C:12]1[C:17]([C:18]([OH:20])=[O:19])=[CH:16][C:15]([C:21]2[CH:26]=[CH:25][CH:24]=[CH:23][CH:22]=2)=[N:14][CH:13]=1.[F:27][C:28]1[CH:34]=[C:33]([I:35])[CH:32]=[CH:31][C:29]=1[NH2:30]. Product: [F:27][C:28]1[CH:34]=[C:33]([I:35])[CH:32]=[CH:31][C:29]=1[NH:30][C:12]1[C:17]([C:18]([OH:20])=[O:19])=[CH:16][C:15]([C:21]2[CH:26]=[CH:25][CH:24]=[CH:23][CH:22]=2)=[N:14][CH:13]=1. The catalyst class is: 49. (7) Reactant: FC(F)(F)C(O)=O.[CH3:8][C:9]([CH3:27])([CH2:24][CH2:25][CH3:26])[CH2:10][O:11][C:12]1[N:20]=[C:19]2[C:15]([N:16]=[C:17]([O:21][CH3:22])[NH:18]2)=[C:14]([NH2:23])[N:13]=1.C(=O)([O-])[O-].[K+].[K+].Br[CH2:35][CH:36]1[CH2:41][CH2:40][O:39][CH2:38][CH2:37]1. Product: [CH3:8][C:9]([CH3:27])([CH2:24][CH2:25][CH3:26])[CH2:10][O:11][C:12]1[N:20]=[C:19]2[C:15]([N:16]=[C:17]([O:21][CH3:22])[N:18]2[CH2:35][CH:36]2[CH2:41][CH2:40][O:39][CH2:38][CH2:37]2)=[C:14]([NH2:23])[N:13]=1. The catalyst class is: 31.